This data is from Forward reaction prediction with 1.9M reactions from USPTO patents (1976-2016). The task is: Predict the product of the given reaction. Given the reactants [N:1]1[CH:6]=[CH:5][CH:4]=[CH:3][C:2]=1[N:7]1[CH2:12][CH2:11][NH:10][CH2:9][CH2:8]1.Cl[C:14]1[CH:15]=[C:16]([C:20](=[O:23])[CH2:21][CH3:22])[CH:17]=[CH:18][CH:19]=1.C([O-])([O-])=O.[K+].[K+].O, predict the reaction product. The product is: [C:16]1([C:20](=[O:23])[CH2:21][CH2:22][N:10]2[CH2:9][CH2:8][N:7]([C:2]3[CH:3]=[CH:4][CH:5]=[CH:6][N:1]=3)[CH2:12][CH2:11]2)[CH:17]=[CH:18][CH:19]=[CH:14][CH:15]=1.